Dataset: NCI-60 drug combinations with 297,098 pairs across 59 cell lines. Task: Regression. Given two drug SMILES strings and cell line genomic features, predict the synergy score measuring deviation from expected non-interaction effect. (1) Synergy scores: CSS=79.7, Synergy_ZIP=0.379, Synergy_Bliss=-0.310, Synergy_Loewe=-6.24, Synergy_HSA=-0.372. Cell line: SR. Drug 2: C#CCC(CC1=CN=C2C(=N1)C(=NC(=N2)N)N)C3=CC=C(C=C3)C(=O)NC(CCC(=O)O)C(=O)O. Drug 1: CC1=CC=C(C=C1)C2=CC(=NN2C3=CC=C(C=C3)S(=O)(=O)N)C(F)(F)F. (2) Drug 1: C1CCC(CC1)NC(=O)N(CCCl)N=O. Drug 2: C1=CC=C(C(=C1)C(C2=CC=C(C=C2)Cl)C(Cl)Cl)Cl. Cell line: SK-OV-3. Synergy scores: CSS=19.2, Synergy_ZIP=-1.56, Synergy_Bliss=5.09, Synergy_Loewe=5.49, Synergy_HSA=5.48. (3) Drug 1: CS(=O)(=O)CCNCC1=CC=C(O1)C2=CC3=C(C=C2)N=CN=C3NC4=CC(=C(C=C4)OCC5=CC(=CC=C5)F)Cl. Drug 2: CC1=C(C(=CC=C1)Cl)NC(=O)C2=CN=C(S2)NC3=CC(=NC(=N3)C)N4CCN(CC4)CCO. Cell line: SK-OV-3. Synergy scores: CSS=71.4, Synergy_ZIP=5.70, Synergy_Bliss=5.66, Synergy_Loewe=4.10, Synergy_HSA=14.4. (4) Drug 1: COC1=C(C=C2C(=C1)N=CN=C2NC3=CC(=C(C=C3)F)Cl)OCCCN4CCOCC4. Drug 2: C1C(C(OC1N2C=NC3=C(N=C(N=C32)Cl)N)CO)O. Cell line: MDA-MB-231. Synergy scores: CSS=22.3, Synergy_ZIP=-1.44, Synergy_Bliss=3.59, Synergy_Loewe=4.63, Synergy_HSA=5.07. (5) Drug 1: CN(C)N=NC1=C(NC=N1)C(=O)N. Drug 2: CC1=C(C(=CC=C1)Cl)NC(=O)C2=CN=C(S2)NC3=CC(=NC(=N3)C)N4CCN(CC4)CCO. Cell line: UACC62. Synergy scores: CSS=1.66, Synergy_ZIP=-1.62, Synergy_Bliss=-2.77, Synergy_Loewe=-0.537, Synergy_HSA=-1.71. (6) Drug 1: C1CCC(CC1)NC(=O)N(CCCl)N=O. Drug 2: CC1CCC2CC(C(=CC=CC=CC(CC(C(=O)C(C(C(=CC(C(=O)CC(OC(=O)C3CCCCN3C(=O)C(=O)C1(O2)O)C(C)CC4CCC(C(C4)OC)OCCO)C)C)O)OC)C)C)C)OC. Cell line: OVCAR3. Synergy scores: CSS=3.65, Synergy_ZIP=-8.51, Synergy_Bliss=-10.7, Synergy_Loewe=-9.27, Synergy_HSA=-8.60. (7) Drug 1: CC1=C2C(C(=O)C3(C(CC4C(C3C(C(C2(C)C)(CC1OC(=O)C(C(C5=CC=CC=C5)NC(=O)OC(C)(C)C)O)O)OC(=O)C6=CC=CC=C6)(CO4)OC(=O)C)OC)C)OC. Drug 2: C1=CC=C(C=C1)NC(=O)CCCCCCC(=O)NO. Cell line: SNB-19. Synergy scores: CSS=40.0, Synergy_ZIP=0.458, Synergy_Bliss=-0.503, Synergy_Loewe=-28.2, Synergy_HSA=-0.266. (8) Drug 1: CN1C(=O)N2C=NC(=C2N=N1)C(=O)N. Drug 2: CNC(=O)C1=NC=CC(=C1)OC2=CC=C(C=C2)NC(=O)NC3=CC(=C(C=C3)Cl)C(F)(F)F. Cell line: SNB-19. Synergy scores: CSS=2.02, Synergy_ZIP=-0.912, Synergy_Bliss=-3.34, Synergy_Loewe=-0.792, Synergy_HSA=-3.09. (9) Drug 1: CCN(CC)CCNC(=O)C1=C(NC(=C1C)C=C2C3=C(C=CC(=C3)F)NC2=O)C. Drug 2: CC1=C(C(=O)C2=C(C1=O)N3CC4C(C3(C2COC(=O)N)OC)N4)N. Cell line: IGROV1. Synergy scores: CSS=6.06, Synergy_ZIP=0.376, Synergy_Bliss=1.11, Synergy_Loewe=-8.82, Synergy_HSA=-4.70.